This data is from Reaction yield outcomes from USPTO patents with 853,638 reactions. The task is: Predict the reaction yield, written as a fraction of the theoretical maximum amount of product (1.0 means a 100% yield; for example, 0.34 means a 34% yield). (1) The reactants are [H-].[Na+].[C:3](=[O:10])([O:7][CH2:8][CH3:9])OCC.[C:11]([C:14]1[S:15][C:16]([Br:19])=[CH:17][CH:18]=1)(=[O:13])[CH3:12].O. The catalyst is C1COCC1.CC(O)=O. The product is [CH2:8]([O:7][C:3](=[O:10])[CH2:12][C:11]([C:14]1[S:15][C:16]([Br:19])=[CH:17][CH:18]=1)=[O:13])[CH3:9]. The yield is 0.880. (2) No catalyst specified. The product is [Br:14][C:12]1[CH:11]=[CH:10][C:9]([O:15][CH3:16])=[C:8]([C:6]2[N:5]=[C:4]([NH2:17])[N:3]=[C:2]([NH:27][C:24]3[CH:25]=[CH:26][C:21]([N+:18]([O-:20])=[O:19])=[CH:22][CH:23]=3)[CH:7]=2)[CH:13]=1. The reactants are Cl[C:2]1[CH:7]=[C:6]([C:8]2[CH:13]=[C:12]([Br:14])[CH:11]=[CH:10][C:9]=2[O:15][CH3:16])[N:5]=[C:4]([NH2:17])[N:3]=1.[N+:18]([C:21]1[CH:26]=[CH:25][C:24]([NH2:27])=[CH:23][CH:22]=1)([O-:20])=[O:19]. The yield is 0.680.